Dataset: Reaction yield outcomes from USPTO patents with 853,638 reactions. Task: Predict the reaction yield, written as a fraction of the theoretical maximum amount of product (1.0 means a 100% yield; for example, 0.34 means a 34% yield). (1) The reactants are [C:1]([O:5][C:6]([N:8]1[CH2:39][CH2:38][C:11]2([NH:15][CH:14]([CH2:16][C:17]3[CH:22]=[CH:21][C:20]([C:23]([CH3:26])([CH3:25])[CH3:24])=[CH:19][CH:18]=3)[N:13]([CH2:27][CH2:28][C:29]3[CH:34]=[CH:33][C:32]([O:35][CH3:36])=[CH:31][CH:30]=3)[C:12]2=[O:37])[CH2:10][CH2:9]1)=[O:7])([CH3:4])([CH3:3])[CH3:2].[CH3:40]I. The catalyst is CCOC(C)=O. The product is [C:1]([O:5][C:6]([N:8]1[CH2:9][CH2:10][C:11]2([N:15]([CH3:40])[CH:14]([CH2:16][C:17]3[CH:22]=[CH:21][C:20]([C:23]([CH3:24])([CH3:26])[CH3:25])=[CH:19][CH:18]=3)[N:13]([CH2:27][CH2:28][C:29]3[CH:30]=[CH:31][C:32]([O:35][CH3:36])=[CH:33][CH:34]=3)[C:12]2=[O:37])[CH2:38][CH2:39]1)=[O:7])([CH3:2])([CH3:3])[CH3:4]. The yield is 0.680. (2) The reactants are [N+:1]([C:4]1[CH:5]=[C:6]([CH:10]=[CH:11][CH:12]=1)[C:7](=[S:9])[NH2:8])([O-:3])=[O:2].Cl[CH2:14][CH:15]=O.C(O)(=O)C.[OH-].[Na+]. The catalyst is C(OCC)(=O)C. The product is [N+:1]([C:4]1[CH:5]=[C:6]([C:7]2[S:9][CH:14]=[CH:15][N:8]=2)[CH:10]=[CH:11][CH:12]=1)([O-:3])=[O:2]. The yield is 0.910. (3) The reactants are [S:1]1([C:12]2[C:7](=[CH:8][CH:9]=[CH:10][CH:11]=2)[C:5](=[O:6])[NH:4]1)(=[O:3])=[O:2].[H-].[Na+].[CH2:15](Br)[C:16]1[CH:21]=[CH:20][CH:19]=[CH:18][CH:17]=1. The catalyst is C1COCC1.CN(C=O)C.O.CCOC(C)=O. The product is [C:16]1([CH2:15][N:4]2[C:5](=[O:6])[C:7]3[C:12](=[CH:11][CH:10]=[CH:9][CH:8]=3)[S:1]2(=[O:2])=[O:3])[CH:21]=[CH:20][CH:19]=[CH:18][CH:17]=1. The yield is 0.660. (4) The reactants are [Br:1][C:2]1[CH:3]=[CH:4][C:5]([NH:8][C:9](=[O:21])[C:10]2[CH:15]=[C:14](F)[C:13]([F:17])=[CH:12][C:11]=2[N+:18]([O-:20])=[O:19])=[N:6][CH:7]=1.[SH:22][C:23]1[N:24]([CH3:28])[CH:25]=[CH:26][N:27]=1.C(N(CC)CC)C. The catalyst is CC#N. The product is [Br:1][C:2]1[CH:3]=[CH:4][C:5]([NH:8][C:9](=[O:21])[C:10]2[CH:15]=[C:14]([S:22][C:23]3[N:24]([CH3:28])[CH:25]=[CH:26][N:27]=3)[C:13]([F:17])=[CH:12][C:11]=2[N+:18]([O-:20])=[O:19])=[N:6][CH:7]=1. The yield is 0.720.